From a dataset of Reaction yield outcomes from USPTO patents with 853,638 reactions. Predict the reaction yield, written as a fraction of the theoretical maximum amount of product (1.0 means a 100% yield; for example, 0.34 means a 34% yield). (1) The reactants are [Cl:1][C:2]1[CH:7]=[CH:6][CH:5]=[CH:4][C:3]=1[CH:8](O)[CH3:9].CCN(CC)CC.CS(Cl)(=O)=O.Cl.[NH:24]1[C:30]2[CH:31]=[CH:32][S:33][C:29]=2[C:28](=[O:34])[NH:27][CH2:26][CH2:25]1. The product is [Cl:1][C:2]1[CH:7]=[CH:6][CH:5]=[CH:4][C:3]=1[CH:8]([N:24]1[C:30]2[CH:31]=[CH:32][S:33][C:29]=2[C:28](=[O:34])[NH:27][CH2:26][CH2:25]1)[CH3:9]. The catalyst is C(Cl)Cl. The yield is 0.330. (2) The reactants are [CH3:1][CH:2]([CH3:31])[CH2:3][CH:4]([NH:21][C:22]1[CH:30]=[CH:29][C:25]([C:26](O)=[O:27])=[CH:24][N:23]=1)[C:5]1[CH:10]=[CH:9][C:8]([C:11]2[CH:16]=[CH:15][C:14]([C:17]([F:20])([F:19])[F:18])=[CH:13][CH:12]=2)=[CH:7][CH:6]=1.CC(S(N)=O)(C)C.F[P-](F)(F)(F)(F)F.N1(OC(N(C)C)=[N+](C)C)C2N=CC=CC=2N=N1.CN1CCOCC1.[NH2:70][CH2:71][CH2:72][S:73]([OH:76])(=[O:75])=[O:74]. The catalyst is O.CN(C)C=O. The product is [CH3:1][CH:2]([CH3:31])[CH2:3][CH:4]([NH:21][C:22]1[CH:30]=[CH:29][C:25]([C:26]([NH:70][CH2:71][CH2:72][S:73]([OH:76])(=[O:75])=[O:74])=[O:27])=[CH:24][N:23]=1)[C:5]1[CH:10]=[CH:9][C:8]([C:11]2[CH:16]=[CH:15][C:14]([C:17]([F:18])([F:20])[F:19])=[CH:13][CH:12]=2)=[CH:7][CH:6]=1. The yield is 0.358. (3) The reactants are [Br:1][C:2]1[CH:7]=[C:6]([N+:8]([O-:10])=[O:9])[C:5]([NH:11]C(=O)C(F)(F)F)=[C:4]([CH3:18])[CH:3]=1.C(=O)([O-])[O-].[K+].[K+].CO. The catalyst is O. The product is [Br:1][C:2]1[CH:7]=[C:6]([N+:8]([O-:10])=[O:9])[C:5]([NH2:11])=[C:4]([CH3:18])[CH:3]=1. The yield is 0.610.